This data is from Forward reaction prediction with 1.9M reactions from USPTO patents (1976-2016). The task is: Predict the product of the given reaction. (1) Given the reactants [CH2:1]([O:8][C:9]([N:11]1[C@@H:15]([CH2:16][C:17]2[CH:22]=[CH:21][CH:20]=[CH:19][CH:18]=2)[C:14](=[O:23])OC1C1C=CC(OC)=CC=1)=[O:10])[C:2]1[CH:7]=[CH:6][CH:5]=[CH:4][CH:3]=1.Br[CH2:33][Cl:34].O1CCCC1.S([O-])(O)(=O)=O.[K+], predict the reaction product. The product is: [CH2:1]([O:8][C:9]([NH:11][C@@H:15]([CH2:16][C:17]1[CH:18]=[CH:19][CH:20]=[CH:21][CH:22]=1)[C:14](=[O:23])[CH2:33][Cl:34])=[O:10])[C:2]1[CH:3]=[CH:4][CH:5]=[CH:6][CH:7]=1. (2) Given the reactants [C:1]([N:4]1[CH:9]=[CH:8][CH:7]([C:10]2[C:18]3[C:13](=[CH:14][CH:15]=[C:16]([O:19][CH2:20][C:21]4[CH:26]=[CH:25][CH:24]=[CH:23][CH:22]=4)[CH:17]=3)[NH:12][CH:11]=2)[CH:6]=[CH:5]1)(=[O:3])[CH3:2].C(O)C, predict the reaction product. The product is: [C:1]([N:4]1[CH2:9][CH2:8][CH:7]([C:10]2[C:18]3[C:13](=[CH:14][CH:15]=[C:16]([O:19][CH2:20][C:21]4[CH:22]=[CH:23][CH:24]=[CH:25][CH:26]=4)[CH:17]=3)[NH:12][CH:11]=2)[CH2:6][CH2:5]1)(=[O:3])[CH3:2]. (3) Given the reactants [C:1]([NH:9][NH2:10])(=[O:8])[C:2]1[CH:7]=[CH:6][CH:5]=[CH:4][CH:3]=1.[C:11]1(C)C=CC(S(O)(=O)=O)=CC=1, predict the reaction product. The product is: [C:2]1([C:1]2[O:8][CH:11]=[N:10][N:9]=2)[CH:7]=[CH:6][CH:5]=[CH:4][CH:3]=1. (4) Given the reactants [CH:1]1([N:7]([CH2:19][O:20][CH2:21][CH2:22][Si:23]([CH3:26])([CH3:25])[CH3:24])[S:8]([C:11]2[CH:16]=[CH:15][CH:14]=[C:13]([CH2:17][OH:18])[CH:12]=2)(=[O:10])=[O:9])[CH2:6][CH2:5][CH2:4][CH2:3][CH2:2]1.[H-].[Na+].CS(O[CH2:34][CH2:35][O:36][C:37]1[CH:42]=[CH:41][C:40]([CH2:43][CH2:44][N:45]2[CH2:49][C@@H:48]([C:50]3[CH:61]=[CH:60][C:53]4[O:54][C:55]([CH3:59])([CH3:58])[O:56][CH2:57][C:52]=4[CH:51]=3)[O:47][C:46]2=[O:62])=[CH:39][CH:38]=1)(=O)=O.P([O-])([O-])([O-])=O, predict the reaction product. The product is: [CH:1]1([N:7]([CH2:19][O:20][CH2:21][CH2:22][Si:23]([CH3:26])([CH3:25])[CH3:24])[S:8]([C:11]2[CH:16]=[CH:15][CH:14]=[C:13]([CH2:17][O:18][CH2:34][CH2:35][O:36][C:37]3[CH:42]=[CH:41][C:40]([CH2:43][CH2:44][N:45]4[CH2:49][C@@H:48]([C:50]5[CH:61]=[CH:60][C:53]6[O:54][C:55]([CH3:58])([CH3:59])[O:56][CH2:57][C:52]=6[CH:51]=5)[O:47][C:46]4=[O:62])=[CH:39][CH:38]=3)[CH:12]=2)(=[O:10])=[O:9])[CH2:2][CH2:3][CH2:4][CH2:5][CH2:6]1. (5) Given the reactants [F-].C([N+](CCCC)(CCCC)CCCC)CCC.[C:19]([O:23][C:24]([NH:26][C@@:27]1([C:45]([O:47][C:48]([CH3:51])([CH3:50])[CH3:49])=[O:46])[CH2:32][C@H:31](OS(C)(=O)=O)[C@@H:30]2[C@H:28]1[C@H:29]2[C:38]([O:40][C:41]([CH3:44])([CH3:43])[CH3:42])=[O:39])=[O:25])([CH3:22])([CH3:21])[CH3:20], predict the reaction product. The product is: [C:19]([O:23][C:24]([NH:26][C@@:27]1([C:45]([O:47][C:48]([CH3:51])([CH3:50])[CH3:49])=[O:46])[CH:32]=[CH:31][C@@H:30]2[C@H:28]1[C@H:29]2[C:38]([O:40][C:41]([CH3:43])([CH3:42])[CH3:44])=[O:39])=[O:25])([CH3:22])([CH3:20])[CH3:21].